This data is from Catalyst prediction with 721,799 reactions and 888 catalyst types from USPTO. The task is: Predict which catalyst facilitates the given reaction. (1) Reactant: [Cl:1][C:2]1[N:7]=[C:6](S(C)(=O)=O)[N:5]=[C:4]([C:12]2[C:20]3[C:15](=[N:16][CH:17]=[CH:18][CH:19]=3)[N:14](S(C3C=CC=CC=3)(=O)=O)[CH:13]=2)[CH:3]=1.[C@H:30]1([NH2:37])[CH2:35][CH2:34][C@H:33]([NH2:36])[CH2:32][CH2:31]1.C(N(CC)CC)C.[OH-].[Na+].Cl. Product: [Cl:1][C:2]1[CH:3]=[C:4]([C:12]2[C:20]3[C:15](=[N:16][CH:17]=[CH:18][CH:19]=3)[NH:14][CH:13]=2)[N:5]=[C:6]([NH:36][C@H:33]2[CH2:34][CH2:35][C@H:30]([NH2:37])[CH2:31][CH2:32]2)[N:7]=1. The catalyst class is: 12. (2) Reactant: [OH:1][C:2]1[CH:11]=[C:10]([OH:12])[CH:9]=[C:8]2[C:3]=1[C:4]([CH2:14][CH2:15][CH3:16])=[CH:5][C:6](=[O:13])[O:7]2.[C:17](Cl)(=[O:22])/[C:18](=[CH:20]/[CH3:21])/[CH3:19].[Cl-].[Al+3].[Cl-].[Cl-].O. Product: [OH:1][C:2]1[CH:11]=[C:10]([O:12][C:17](=[O:22])[C:18]([CH3:19])=[CH:20][CH3:21])[CH:9]=[C:8]2[C:3]=1[C:4]([CH2:14][CH2:15][CH3:16])=[CH:5][C:6](=[O:13])[O:7]2. The catalyst class is: 26. (3) Reactant: [N+:1]([C:4]1[CH:9]=[CH:8][CH:7]=[CH:6][C:5]=1[CH3:10])([O-:3])=[O:2].[OH-].[K+].[CH:13](=[O:18])[C:14]([CH3:17])([CH3:16])[CH3:15].Cl. Product: [CH3:15][C:14]([CH3:17])([CH3:16])[CH:13]([OH:18])[CH2:10][C:5]1[CH:6]=[CH:7][CH:8]=[CH:9][C:4]=1[N+:1]([O-:3])=[O:2]. The catalyst class is: 3. (4) Reactant: [C:1]([C:5]1[CH:16]=[C:15]([O:17][CH3:18])[CH:14]=[CH:13][C:6]=1[O:7][CH2:8][C:9](OC)=[O:10])([CH3:4])([CH3:3])[CH3:2].[NH2:19][NH2:20]. Product: [C:1]([C:5]1[CH:16]=[C:15]([O:17][CH3:18])[CH:14]=[CH:13][C:6]=1[O:7][CH2:8][C:9]([NH:19][NH2:20])=[O:10])([CH3:4])([CH3:3])[CH3:2]. The catalyst class is: 14. (5) Reactant: C(C1CCC(C)CC1[O:11][C:12]([CH:14]1[CH2:18][CH:17]([CH2:19][CH:20]2[CH2:25][CH2:24][CH2:23][CH2:22][CH2:21]2)[CH2:16][N:15]1C(OC(C)(C)C)=O)=[O:13])(C)C.[ClH:33]. Product: [ClH:33].[CH:20]1([CH2:19][C@@H:17]2[CH2:16][NH:15][C@H:14]([C:12]([OH:13])=[O:11])[CH2:18]2)[CH2:21][CH2:22][CH2:23][CH2:24][CH2:25]1. The catalyst class is: 11. (6) Reactant: [NH2:1][C:2]1[S:6][C:5]([C:7]2[CH:8]=[N:9][C:10]([N:13]3[CH2:18][CH2:17][O:16][CH2:15][CH2:14]3)=[CH:11][CH:12]=2)=[N:4][C:3]=1[C:19]([NH2:21])=[O:20].Cl[C:23]1[N:28]=[C:27]([CH3:29])[C:26]([C:30]([OH:33])([CH3:32])[CH3:31])=[CH:25][CH:24]=1.CC(C1C=C(C(C)C)C(C2C=CC=CC=2P(C2CCCCC2)C2CCCCC2)=C(C(C)C)C=1)C.C(=O)([O-])[O-].[K+].[K+].C(O)(CC)(C)C. Product: [OH:33][C:30]([C:26]1[CH:25]=[CH:24][C:23]([NH:1][C:2]2[S:6][C:5]([C:7]3[CH:8]=[N:9][C:10]([N:13]4[CH2:18][CH2:17][O:16][CH2:15][CH2:14]4)=[CH:11][CH:12]=3)=[N:4][C:3]=2[C:19]([NH2:21])=[O:20])=[N:28][C:27]=1[CH3:29])([CH3:32])[CH3:31]. The catalyst class is: 110. (7) Reactant: [Br-].[Br:2][C:3]1[C:4]([NH:31][C:32](=O)[C:33]([F:36])([F:35])[F:34])=[C:5]([CH2:11][P+](C2C=CC=CC=2)(C2C=CC=CC=2)C2C=CC=CC=2)[CH:6]=[C:7]([C:9]#[N:10])[CH:8]=1. The catalyst class is: 3. Product: [F:34][C:33]([F:36])([F:35])[C:32]1[NH:31][C:4]2[C:5]([CH:11]=1)=[CH:6][C:7]([C:9]#[N:10])=[CH:8][C:3]=2[Br:2].